Predict the reaction yield, written as a fraction of the theoretical maximum amount of product (1.0 means a 100% yield; for example, 0.34 means a 34% yield). From a dataset of Reaction yield outcomes from USPTO patents with 853,638 reactions. The reactants are Br[C:2]1[CH:3]=[CH:4][C:5]2[O:24][CH2:23][C:8]3([C:16]4[C:11](=[CH:12][CH:13]=[CH:14][CH:15]=4)[N:10]([CH2:17][CH2:18][CH2:19][CH2:20][CH3:21])[C:9]3=[O:22])[C:6]=2[CH:7]=1.Br[C:26]1[CH:31]=[CH:30][C:29]2C3(C[O:48][C:28]=2[CH:27]=1)C1C(=CC=CC=1)N(CCCCC)C3=O. No catalyst specified. The product is [CH2:17]([N:10]1[C:11]2[C:16](=[CH:15][CH:14]=[CH:13][CH:12]=2)[C:8]2([C:6]3[CH:7]=[C:2]([O:48][C:28]4[CH:29]=[CH:30][CH:31]=[CH:26][CH:27]=4)[CH:3]=[CH:4][C:5]=3[O:24][CH2:23]2)[C:9]1=[O:22])[CH2:18][CH2:19][CH2:20][CH3:21]. The yield is 0.100.